This data is from Forward reaction prediction with 1.9M reactions from USPTO patents (1976-2016). The task is: Predict the product of the given reaction. (1) Given the reactants [CH3:1][C@H:2]1[NH:7][C@@H:6]([CH3:8])[CH2:5][N:4]([S:9]([NH2:12])(=[O:11])=[O:10])[CH2:3]1.C1(P(C2CCCCC2)C2C=CC=CC=2C2C(C(C)C)=CC(C(C)C)=CC=2C(C)C)CCCCC1.C(=O)([O-])[O-].[Cs+].[Cs+].Cl[C:54]1[CH:59]=[C:58]([O:60][CH3:61])[N:57]=[C:56]([S:62][CH2:63][C:64]2[CH:69]=[CH:68][CH:67]=[C:66]([F:70])[C:65]=2[F:71])[N:55]=1.[Cl-].[NH4+], predict the reaction product. The product is: [F:71][C:65]1[C:66]([F:70])=[CH:67][CH:68]=[CH:69][C:64]=1[CH2:63][S:62][C:56]1[N:55]=[C:54]([NH:12][S:9]([N:4]2[CH2:3][C@H:2]([CH3:1])[NH:7][C@H:6]([CH3:8])[CH2:5]2)(=[O:10])=[O:11])[CH:59]=[C:58]([O:60][CH3:61])[N:57]=1. (2) Given the reactants [OH:1][N:2]1[CH2:7][CH2:6][O:5][CH2:4][CH2:3]1.[C:8]1([Mg]Cl)[CH:13]=[CH:12][CH:11]=[CH:10][CH:9]=1.[Cl-].[NH4+], predict the reaction product. The product is: [C:8]1([CH:3]2[CH2:4][O:5][CH2:6][CH2:7][N:2]2[OH:1])[CH:13]=[CH:12][CH:11]=[CH:10][CH:9]=1. (3) The product is: [NH2:29][C:30]1[C:31](=[O:46])[N:32]([CH3:45])[CH2:33][C:34]([C:37]2[CH:42]=[C:41]([NH:43][C:8]([C:5]3[CH:4]=[CH:3][C:2]([Cl:1])=[CH:7][N:6]=3)=[O:10])[CH:40]=[CH:39][C:38]=2[F:44])([CH3:36])[N:35]=1. Given the reactants [Cl:1][C:2]1[CH:3]=[CH:4][C:5]([C:8]([OH:10])=O)=[N:6][CH:7]=1.[Cl-].COC1N=C(OC)N=C([N+]2(C)CCOCC2)N=1.[NH2:29][C:30]1[C:31](=[O:46])[N:32]([CH3:45])[CH2:33][C:34]([C:37]2[CH:42]=[C:41]([NH2:43])[CH:40]=[CH:39][C:38]=2[F:44])([CH3:36])[N:35]=1, predict the reaction product. (4) Given the reactants [F:1][C:2]1[CH:3]=[CH:4][C:5]([CH2:8][N:9]2[C:17]3[C:12](=[C:13]([N+:18]([O-])=O)[CH:14]=[CH:15][CH:16]=3)[C:11]([CH:21]=[CH2:22])=[N:10]2)=[N:6][CH:7]=1, predict the reaction product. The product is: [CH2:21]([C:11]1[C:12]2[C:13]([NH2:18])=[CH:14][CH:15]=[CH:16][C:17]=2[N:9]([CH2:8][C:5]2[CH:4]=[CH:3][C:2]([F:1])=[CH:7][N:6]=2)[N:10]=1)[CH3:22]. (5) Given the reactants [Cl:1][C:2]1[C:3]2[N:4]([CH:12]=[C:13]([C:15]([OH:17])=O)[N:14]=2)[CH:5]=[C:6]([C:8]([F:11])([F:10])[F:9])[CH:7]=1.CCN=C=NCCCN(C)C.Cl.C1C=CC2N(O)N=NC=2C=1.[CH2:40]([C:43]1[C:52]([Cl:53])=[CH:51][C:46]([C:47](=[N:49]O)[NH2:48])=[C:45]([Cl:54])[CH:44]=1)[CH:41]=[CH2:42], predict the reaction product. The product is: [CH2:40]([C:43]1[C:52]([Cl:53])=[CH:51][C:46]([C:47]2[N:49]=[C:15]([C:13]3[N:14]=[C:3]4[C:2]([Cl:1])=[CH:7][C:6]([C:8]([F:9])([F:10])[F:11])=[CH:5][N:4]4[CH:12]=3)[O:17][N:48]=2)=[C:45]([Cl:54])[CH:44]=1)[CH:41]=[CH2:42]. (6) Given the reactants [CH2:1]([N:3]([C:31](=O)[C:32]1[CH:37]=[CH:36][C:35]([OH:38])=[CH:34][CH:33]=1)[C:4]1[CH:9]=[C:8]([O:10][CH3:11])[C:7]([O:12][CH3:13])=[CH:6][C:5]=1[C@@H:14]1[CH2:23][CH2:22][C:21]2[CH:20]=[C:19]([O:24]C(=O)C(C)(C)C)[CH:18]=[CH:17][C:16]=2[CH2:15]1)[CH3:2].Br[CH2:41][C:42]([N:44]1[C:49]([CH3:51])([CH3:50])[CH2:48][CH2:47][CH2:46][C:45]1([CH3:53])[CH3:52])=O, predict the reaction product. The product is: [CH2:1]([N:3]([CH2:31][C:32]1[CH:33]=[CH:34][C:35]([O:38][CH2:41][CH2:42][N:44]2[C:49]([CH3:51])([CH3:50])[CH2:48][CH2:47][CH2:46][C:45]2([CH3:53])[CH3:52])=[CH:36][CH:37]=1)[C:4]1[CH:9]=[C:8]([O:10][CH3:11])[C:7]([O:12][CH3:13])=[CH:6][C:5]=1[C@@H:14]1[CH2:23][CH2:22][C:21]2[CH:20]=[C:19]([OH:24])[CH:18]=[CH:17][C:16]=2[CH2:15]1)[CH3:2]. (7) Given the reactants [NH2:1][C:2]1[CH:7]=[C:6]([F:8])[C:5]([C:9]([CH3:15])([CH3:14])[C:10]([O:12][CH3:13])=[O:11])=[C:4]([F:16])[CH:3]=1.Cl[CH2:18][C:19]1[CH:24]=[CH:23][C:22]([O:25][CH3:26])=[CH:21][CH:20]=1.[H-].[Na+].[Cl-].[NH4+], predict the reaction product. The product is: [CH3:26][O:25][C:22]1[CH:23]=[CH:24][C:19]([CH2:18][N:1]([CH2:18][C:19]2[CH:24]=[CH:23][C:22]([O:25][CH3:26])=[CH:21][CH:20]=2)[C:2]2[CH:3]=[C:4]([F:16])[C:5]([C:9]([CH3:14])([CH3:15])[C:10]([O:12][CH3:13])=[O:11])=[C:6]([F:8])[CH:7]=2)=[CH:20][CH:21]=1. (8) Given the reactants Cl[CH2:2][C:3]1[N:8]=[C:7]([S:9][CH3:10])[N:6]=[C:5]([OH:11])[CH:4]=1.[Na+].[CH3:13][S:14]([O-:16])=[O:15].CN(C=O)C, predict the reaction product. The product is: [CH3:10][S:9][C:7]1[N:6]=[C:5]([OH:11])[CH:4]=[C:3]([CH2:2][S:14]([CH3:13])(=[O:16])=[O:15])[N:8]=1. (9) Given the reactants N#N.[Br:3][C:4]1[C:11]([F:12])=[CH:10][C:7]([CH2:8][OH:9])=[CH:6][C:5]=1[F:13].CCN(CC)CC.[S:21](Cl)([CH3:24])(=[O:23])=[O:22], predict the reaction product. The product is: [CH3:24][S:21]([O:9][CH2:8][C:7]1[CH:10]=[C:11]([F:12])[C:4]([Br:3])=[C:5]([F:13])[CH:6]=1)(=[O:23])=[O:22]. (10) Given the reactants [Cl:1][C:2]1[CH:15]=[CH:14][CH:13]=[CH:12][C:3]=1[CH2:4][NH:5][C:6]1[S:7][CH2:8][C:9](=[O:11])[N:10]=1.[CH2:16]([O:18][C:19]1[C:28]2[C:23](=[CH:24][CH:25]=[C:26]([CH:29]=O)[CH:27]=2)[N:22]=[C:21]([NH:31][CH3:32])[N:20]=1)[CH3:17].C(O)(=O)C1C=CC=CC=1.N1CCCCC1, predict the reaction product. The product is: [Cl:1][C:2]1[CH:15]=[CH:14][CH:13]=[CH:12][C:3]=1[CH2:4][NH:5][C:6]1[S:7][C:8](=[CH:29][C:26]2[CH:27]=[C:28]3[C:23](=[CH:24][CH:25]=2)[N:22]=[C:21]([NH:31][CH3:32])[N:20]=[C:19]3[O:18][CH2:16][CH3:17])[C:9](=[O:11])[N:10]=1.